From a dataset of Reaction yield outcomes from USPTO patents with 853,638 reactions. Predict the reaction yield, written as a fraction of the theoretical maximum amount of product (1.0 means a 100% yield; for example, 0.34 means a 34% yield). The reactants are C[O:2][C:3]1[C:4]([CH2:10][N:11]2[CH2:16][CH2:15][CH:14]([C:17](=[O:26])[CH2:18][C:19]3[CH:24]=[CH:23][CH:22]=[CH:21][C:20]=3[F:25])[CH2:13][CH2:12]2)=[N:5][CH:6]=[C:7]([CH3:9])[N:8]=1.O. The catalyst is ClCCl.I[Si](C)(C)C. The product is [F:25][C:20]1[CH:21]=[CH:22][CH:23]=[CH:24][C:19]=1[CH2:18][C:17]([CH:14]1[CH2:13][CH2:12][N:11]([CH2:10][C:4]2[C:3](=[O:2])[NH:8][C:7]([CH3:9])=[CH:6][N:5]=2)[CH2:16][CH2:15]1)=[O:26]. The yield is 0.270.